Dataset: Reaction yield outcomes from USPTO patents with 853,638 reactions. Task: Predict the reaction yield, written as a fraction of the theoretical maximum amount of product (1.0 means a 100% yield; for example, 0.34 means a 34% yield). (1) The product is [Cl:1][C:2]1[N:11]=[C:10]([N:12]([C:13]2[CH:14]=[N:15][C:16]([O:19][CH3:20])=[CH:17][CH:18]=2)[CH3:21])[C:9]2[C:4](=[CH:5][CH:6]=[CH:7][CH:8]=2)[N:3]=1. The reactants are [Cl:1][C:2]1[N:11]=[C:10]([NH:12][C:13]2[CH:14]=[N:15][C:16]([O:19][CH3:20])=[CH:17][CH:18]=2)[C:9]2[C:4](=[CH:5][CH:6]=[CH:7][CH:8]=2)[N:3]=1.[CH3:21]I.[H-].[Na+]. The yield is 0.700. The catalyst is CN(C=O)C. (2) The reactants are Br[C:2]1[C:3]2[C:8]([C:9]([C:16]3[CH:21]=[C:20]([C:22]4[CH:27]=[CH:26][CH:25]=[CH:24][CH:23]=4)[CH:19]=[C:18]([C:28]4[CH:33]=[CH:32][CH:31]=[CH:30][CH:29]=4)[CH:17]=3)=[C:10]3[C:15]=1[CH:14]=[CH:13][CH:12]=[CH:11]3)=[CH:7][CH:6]=[CH:5][CH:4]=2.[C:34]1([C:40]([C:52]2[CH:57]=[CH:56][CH:55]=[CH:54][CH:53]=2)=[CH:41][C:42]2[CH:47]=[CH:46][C:45](OB(O)O)=[CH:44][CH:43]=2)[CH:39]=[CH:38][CH:37]=[CH:36][CH:35]=1.C(=O)([O-])[O-].[Na+].[Na+]. The catalyst is C1(C)C=CC=CC=1.C1C=CC([P]([Pd]([P](C2C=CC=CC=2)(C2C=CC=CC=2)C2C=CC=CC=2)([P](C2C=CC=CC=2)(C2C=CC=CC=2)C2C=CC=CC=2)[P](C2C=CC=CC=2)(C2C=CC=CC=2)C2C=CC=CC=2)(C2C=CC=CC=2)C2C=CC=CC=2)=CC=1. The product is [C:34]1([C:40]([C:52]2[CH:57]=[CH:56][CH:55]=[CH:54][CH:53]=2)=[CH:41][C:42]2[CH:47]=[CH:46][C:45]([C:2]3[C:3]4[C:8]([C:9]([C:16]5[CH:21]=[C:20]([C:22]6[CH:23]=[CH:24][CH:25]=[CH:26][CH:27]=6)[CH:19]=[C:18]([C:28]6[CH:33]=[CH:32][CH:31]=[CH:30][CH:29]=6)[CH:17]=5)=[C:10]5[C:15]=3[CH:14]=[CH:13][CH:12]=[CH:11]5)=[CH:7][CH:6]=[CH:5][CH:4]=4)=[CH:44][CH:43]=2)[CH:39]=[CH:38][CH:37]=[CH:36][CH:35]=1. The yield is 0.810. (3) The reactants are I[CH2:2][C@H:3]1[O:7][C@@H:6]([N:8]2[CH:15]=[C:14]([F:16])[C:12](=[O:13])[NH:11][C:9]2=[O:10])[C@H:5]([OH:17])[C@@H:4]1[OH:18].C(NC(C)C)(C)C. The catalyst is C(O)C.C(O)(C)C.[Pd]. The product is [F:16][C:14]1[C:12](=[O:13])[NH:11][C:9](=[O:10])[N:8]([CH:15]=1)[C@@H:6]1[O:7][C@H:3]([CH3:2])[C@@H:4]([OH:18])[C@H:5]1[OH:17]. The yield is -0.890. (4) The yield is 0.440. The catalyst is ClCCCl.CCO. The product is [OH:35][C:29]1([C:23]2[CH:28]=[CH:27][CH:26]=[CH:25][CH:24]=2)[CH2:34][CH2:33][N:32]([CH2:11][CH2:10][CH2:9][N:8]2[C:2](=[O:1])[CH2:3][CH2:4][N:5]([C:13]3[CH:18]=[CH:17][CH:16]=[C:15]([C:19]([F:22])([F:21])[F:20])[CH:14]=3)[CH2:6][CH2:7]2)[CH2:31][CH2:30]1. The reactants are [O:1]=[C:2]1[N:8]([CH2:9][CH2:10][CH:11]=O)[CH2:7][CH2:6][N:5]([C:13]2[CH:18]=[CH:17][CH:16]=[C:15]([C:19]([F:22])([F:21])[F:20])[CH:14]=2)[CH2:4][CH2:3]1.[C:23]1([C:29]2([OH:35])[CH2:34][CH2:33][NH:32][CH2:31][CH2:30]2)[CH:28]=[CH:27][CH:26]=[CH:25][CH:24]=1.B.N1C=CC=CC=1.CC(O)=O.